From a dataset of Forward reaction prediction with 1.9M reactions from USPTO patents (1976-2016). Predict the product of the given reaction. (1) Given the reactants O=S(Cl)[Cl:3].[Cl:5][C:6]1[N:11]=[N:10][C:9]([CH2:12]O)=[C:8]([O:14][CH3:15])[CH:7]=1, predict the reaction product. The product is: [Cl:5][C:6]1[N:11]=[N:10][C:9]([CH2:12][Cl:3])=[C:8]([O:14][CH3:15])[CH:7]=1. (2) Given the reactants [CH2:1]([C:3]([OH:28])([CH2:26][CH3:27])[CH2:4][O:5][C:6]1[CH:7]=[C:8]([CH2:12][CH2:13][CH2:14][N:15]2C(=O)C3C(=CC=CC=3)C2=O)[CH:9]=[CH:10][CH:11]=1)[CH3:2].O.NN, predict the reaction product. The product is: [NH2:15][CH2:14][CH2:13][CH2:12][C:8]1[CH:7]=[C:6]([CH:11]=[CH:10][CH:9]=1)[O:5][CH2:4][C:3]([OH:28])([CH2:26][CH3:27])[CH2:1][CH3:2]. (3) Given the reactants [Br:1][C:2]1[CH:17]=[CH:16][C:5]([C:6]([NH:8][C:9]2[CH:14]=[CH:13][C:12]([Cl:15])=[CH:11][CH:10]=2)=O)=[CH:4][CH:3]=1.C([O:20][C:21]([C:23]1[C:24]([S:35][CH3:36])=[N:25][N:26]([C:29]2[CH:34]=[CH:33][CH:32]=[CH:31][CH:30]=2)[C:27]=1[NH2:28])=O)C.O, predict the reaction product. The product is: [Br:1][C:2]1[CH:17]=[CH:16][C:5]([C:6]2[N:8]([C:9]3[CH:14]=[CH:13][C:12]([Cl:15])=[CH:11][CH:10]=3)[C:21](=[O:20])[C:23]3[C:24]([S:35][CH3:36])=[N:25][N:26]([C:29]4[CH:30]=[CH:31][CH:32]=[CH:33][CH:34]=4)[C:27]=3[N:28]=2)=[CH:4][CH:3]=1. (4) Given the reactants [NH2:1][C:2]1[N:3]([CH3:23])[C:4](=[O:22])[C:5]2([N:21]=1)[CH:18]1[CH:13]([CH2:14][CH:15]([F:19])[CH2:16][CH2:17]1)[O:12][C:11]1[C:6]2=[CH:7][C:8](Br)=[CH:9][CH:10]=1.[Cl:24][C:25]1[CH:26]=[C:27](B(O)O)[CH:28]=[N:29][CH:30]=1.C([O-])([O-])=O.[Na+].[Na+], predict the reaction product. The product is: [NH2:1][C:2]1[N:3]([CH3:23])[C:4](=[O:22])[C:5]2([N:21]=1)[CH:18]1[CH:13]([CH2:14][CH:15]([F:19])[CH2:16][CH2:17]1)[O:12][C:11]1[C:6]2=[CH:7][C:8]([C:27]2[CH:28]=[N:29][CH:30]=[C:25]([Cl:24])[CH:26]=2)=[CH:9][CH:10]=1. (5) Given the reactants [C:1]([O:5][C:6]([N:8]1[C@@H:12]([CH2:13][CH2:14][OH:15])[CH2:11][O:10][C:9]1([CH3:17])[CH3:16])=[O:7])([CH3:4])([CH3:3])[CH3:2].[H-].[Na+].[CH2:20](Br)[C:21]1[CH:26]=[CH:25][CH:24]=[CH:23][CH:22]=1, predict the reaction product. The product is: [C:1]([O:5][C:6]([N:8]1[C@@H:12]([CH2:13][CH2:14][O:15][CH2:20][C:21]2[CH:26]=[CH:25][CH:24]=[CH:23][CH:22]=2)[CH2:11][O:10][C:9]1([CH3:17])[CH3:16])=[O:7])([CH3:4])([CH3:3])[CH3:2]. (6) Given the reactants C([Li])CCC.CCCCCC.CO[C:14]([C:16]1[CH:17]=[N:18][N:19]2[CH:24]=[CH:23][CH:22]=[CH:21][C:20]=12)=[O:15].Cl.[C:26](#[N:28])[CH3:27], predict the reaction product. The product is: [O:15]=[C:14]([C:16]1[CH:17]=[N:18][N:19]2[CH:24]=[CH:23][CH:22]=[CH:21][C:20]=12)[CH2:27][C:26]#[N:28]. (7) Given the reactants [CH:1]12[CH:8]([N:9]([CH3:23])[CH2:10][CH:11]([OH:22])[CH2:12][O:13][C:14]3[CH:21]=[CH:20][C:17]([C:18]#[N:19])=[CH:16][CH:15]=3)[CH:5]([CH2:6][CH2:7]1)[CH2:4][NH:3][CH2:2]2.[C:24]([O:28][C:29](O[C:29]([O:28][C:24]([CH3:27])([CH3:26])[CH3:25])=[O:30])=[O:30])([CH3:27])([CH3:26])[CH3:25], predict the reaction product. The product is: [C:18]([C:17]1[CH:16]=[CH:15][C:14]([O:13][CH2:12][CH:11]([OH:22])[CH2:10][N:9]([CH3:23])[CH:8]2[CH:1]3[CH2:7][CH2:6][CH:5]2[CH2:4][N:3]([C:29]([O:28][C:24]([CH3:27])([CH3:26])[CH3:25])=[O:30])[CH2:2]3)=[CH:21][CH:20]=1)#[N:19].